Dataset: Catalyst prediction with 721,799 reactions and 888 catalyst types from USPTO. Task: Predict which catalyst facilitates the given reaction. (1) Reactant: C([O:3][C:4](=[O:34])[C:5]1[CH:10]=[CH:9][CH:8]=[C:7]([N:11]2[C:15]([CH3:16])=[CH:14][CH:13]=[C:12]2[C:17]2[CH:22]=[C:21]([Br:23])[CH:20]=[CH:19][C:18]=2[O:24][CH2:25][C:26]2[CH:31]=[CH:30][C:29]([F:32])=[CH:28][C:27]=2[Cl:33])[CH:6]=1)C.[OH-].[Na+]. Product: [Br:23][C:21]1[CH:20]=[CH:19][C:18]([O:24][CH2:25][C:26]2[CH:31]=[CH:30][C:29]([F:32])=[CH:28][C:27]=2[Cl:33])=[C:17]([C:12]2[N:11]([C:7]3[CH:6]=[C:5]([CH:10]=[CH:9][CH:8]=3)[C:4]([OH:34])=[O:3])[C:15]([CH3:16])=[CH:14][CH:13]=2)[CH:22]=1. The catalyst class is: 14. (2) Reactant: B(Br)(Br)Br.C[O:6][C:7]1[CH:8]=[C:9]2[C:13](=[CH:14][CH:15]=1)[NH:12][C:11]([CH3:16])=[CH:10]2.O.[OH-].[Na+]. Product: [OH:6][C:7]1[CH:8]=[C:9]2[C:13](=[CH:14][CH:15]=1)[NH:12][C:11]([CH3:16])=[CH:10]2. The catalyst class is: 2.